Dataset: Forward reaction prediction with 1.9M reactions from USPTO patents (1976-2016). Task: Predict the product of the given reaction. (1) Given the reactants F[C:2]1[CH:19]=[CH:18][C:5]([C:6]([CH:8]2[CH2:13][CH2:12][N:11]([CH2:14][C:15]([OH:17])=[O:16])[CH2:10][CH2:9]2)=[O:7])=[CH:4][CH:3]=1.[CH2:20]([OH:24])[C:21]#[C:22][CH3:23].[OH-].[Na+].Cl, predict the reaction product. The product is: [CH2:20]([O:24][C:2]1[CH:19]=[CH:18][C:5]([C:6]([CH:8]2[CH2:13][CH2:12][N:11]([CH2:14][C:15]([OH:17])=[O:16])[CH2:10][CH2:9]2)=[O:7])=[CH:4][CH:3]=1)[C:21]#[C:22][CH3:23]. (2) The product is: [Cl:1][C:2]1[CH:7]=[CH:6][CH:5]=[C:4]([C:15]#[N:16])[N:3]=1. Given the reactants [Cl:1][C:2]1[CH:7]=[CH:6][CH:5]=[C:4](S(C)(=O)=O)[N:3]=1.[C-]#N.[Na+].[CH3:15][N:16](C=O)C, predict the reaction product.